From a dataset of Peptide-MHC class I binding affinity with 185,985 pairs from IEDB/IMGT. Regression. Given a peptide amino acid sequence and an MHC pseudo amino acid sequence, predict their binding affinity value. This is MHC class I binding data. (1) The peptide sequence is WPWNAREDV. The MHC is HLA-A30:01 with pseudo-sequence HLA-A30:01. The binding affinity (normalized) is 0.0847. (2) The peptide sequence is SYFVASFRLF. The MHC is HLA-A30:02 with pseudo-sequence HLA-A30:02. The binding affinity (normalized) is 0.538. (3) The peptide sequence is FTMRLLSPV. The MHC is HLA-C04:01 with pseudo-sequence HLA-C04:01. The binding affinity (normalized) is 0.213. (4) The peptide sequence is FPVRPQVPLR. The MHC is HLA-A68:02 with pseudo-sequence HLA-A68:02. The binding affinity (normalized) is 0. (5) The peptide sequence is ETTNWLWAF. The MHC is HLA-B83:01 with pseudo-sequence HLA-B83:01. The binding affinity (normalized) is 0.213. (6) The peptide sequence is STSRSYMSF. The MHC is HLA-B46:01 with pseudo-sequence HLA-B46:01. The binding affinity (normalized) is 0.0847. (7) The peptide sequence is WMFRIRIIL. The MHC is HLA-A69:01 with pseudo-sequence HLA-A69:01. The binding affinity (normalized) is 0.0847. (8) The peptide sequence is LPRPDTRHL. The MHC is HLA-A02:02 with pseudo-sequence HLA-A02:02. The binding affinity (normalized) is 0.